This data is from Catalyst prediction with 721,799 reactions and 888 catalyst types from USPTO. The task is: Predict which catalyst facilitates the given reaction. (1) Reactant: C(=O)([O-])O.[Na+].[CH2:6]([O:11][C:12]1[C@@H:17]([C@H:18]([CH2:20][OH:21])[OH:19])[O:16][C:14](=[O:15])[C:13]=1[OH:22])[CH:7]([CH2:9][OH:10])[OH:8].[CH2:23](Br)[CH:24]=[CH2:25]. Product: [CH2:6]([O:11][C:12]1[C@@H:17]([C@H:18]([CH2:20][OH:21])[OH:19])[O:16][C:14](=[O:15])[C:13]=1[O:22][CH2:25][CH:24]=[CH2:23])[CH:7]([CH2:9][OH:10])[OH:8]. The catalyst class is: 6. (2) Reactant: O.O.[Sn](Cl)Cl.[CH3:6][C:7]1[CH:12]=[CH:11][C:10]([CH3:13])=[CH:9][C:8]=1[S:14][C:15]1[CH:22]=[CH:21][C:18]([C:19]#[N:20])=[CH:17][C:16]=1[N+:23]([O-])=O.CCOC(C)=O.O. Product: [NH2:23][C:16]1[CH:17]=[C:18]([CH:21]=[CH:22][C:15]=1[S:14][C:8]1[CH:9]=[C:10]([CH3:13])[CH:11]=[CH:12][C:7]=1[CH3:6])[C:19]#[N:20]. The catalyst class is: 811. (3) Reactant: [OH:1][C:2]([CH3:6])([CH3:5])[CH2:3][NH2:4].[Cl:7][C:8]1[CH:27]=[CH:26][C:25](CCCOS(C)(=O)=O)=[CH:24][C:9]=1[C:10]([NH:12][CH2:13][C:14]12[CH2:23][CH:18]3[CH2:19][CH:20]([CH2:22][CH:16]([CH2:17]3)[CH2:15]1)[CH2:21]2)=[O:11].[CH2:36](O)[CH2:37][CH2:38]C. Product: [C:2]([OH:1])(=[O:11])[CH3:6].[Cl:7][C:8]1[C:27]([CH2:36][CH2:37][CH2:38][NH:4][CH2:3][C:2]([OH:1])([CH3:6])[CH3:5])=[CH:26][CH:25]=[CH:24][C:9]=1[C:10]([NH:12][CH2:13][C:14]12[CH2:23][CH:18]3[CH2:17][CH:16]([CH2:22][CH:20]([CH2:19]3)[CH2:21]1)[CH2:15]2)=[O:11]. The catalyst class is: 13. (4) Reactant: [F:1][C:2]1[C:3]([N:15]2[CH2:20][CH2:19][O:18][CH2:17][CH2:16]2)=[N:4][C:5]([NH:11][CH:12]([CH3:14])[CH3:13])=[C:6]([CH:10]=1)[C:7]([OH:9])=O.CCN=C=NCCCN(C)C.C1C=CC2N(O)N=NC=2C=1.CCN(C(C)C)C(C)C.[CH3:51][C:52]([NH2:56])([C:54]#[CH:55])[CH3:53]. Product: [F:1][C:2]1[C:3]([N:15]2[CH2:20][CH2:19][O:18][CH2:17][CH2:16]2)=[N:4][C:5]([NH:11][CH:12]([CH3:14])[CH3:13])=[C:6]([CH:10]=1)[C:7]([NH:56][C:52]([CH3:53])([C:54]#[CH:55])[CH3:51])=[O:9]. The catalyst class is: 2. (5) Product: [Cl:14][C:12]1[CH:11]=[CH:10][C:8]2[NH:9][C:5]([C@@H:4]([NH:15][C:16](=[O:31])[C:17]3[CH:22]=[CH:21][C:20]([C:23]([N:25]4[CH2:29][CH2:28][CH2:27][CH2:26]4)=[O:24])=[C:19]([CH3:30])[CH:18]=3)[CH2:3][CH2:2][NH:1][C:43]([NH:42][CH2:41][CH2:40][Cl:39])=[O:44])=[N:6][C:7]=2[CH:13]=1. The catalyst class is: 7. Reactant: [NH2:1][CH2:2][CH2:3][C@H:4]([NH:15][C:16](=[O:31])[C:17]1[CH:22]=[CH:21][C:20]([C:23]([N:25]2[CH2:29][CH2:28][CH2:27][CH2:26]2)=[O:24])=[C:19]([CH3:30])[CH:18]=1)[C:5]1[NH:9][C:8]2[CH:10]=[CH:11][C:12]([Cl:14])=[CH:13][C:7]=2[N:6]=1.C(N(CC)CC)C.[Cl:39][CH2:40][CH2:41][N:42]=[C:43]=[O:44].